Predict which catalyst facilitates the given reaction. From a dataset of Catalyst prediction with 721,799 reactions and 888 catalyst types from USPTO. (1) Reactant: [C:1]([O:5][C:6]([NH:8][C:9]1([CH3:15])[CH2:14][CH2:13][NH:12][CH2:11][CH2:10]1)=[O:7])([CH3:4])([CH3:3])[CH3:2].C(=O)([O-])[O-].[K+].[K+].Cl[C:23]1[CH:28]=[CH:27][C:26]([S:29]([CH3:32])(=[O:31])=[O:30])=[CH:25][N:24]=1. Product: [C:1]([O:5][C:6]([NH:8][C:9]1([CH3:15])[CH2:10][CH2:11][N:12]([C:23]2[CH:28]=[CH:27][C:26]([S:29]([CH3:32])(=[O:31])=[O:30])=[CH:25][N:24]=2)[CH2:13][CH2:14]1)=[O:7])([CH3:4])([CH3:2])[CH3:3]. The catalyst class is: 12. (2) Reactant: [C:1]([OH:13])(=[O:12])[CH2:2][CH2:3][CH2:4][CH2:5][CH2:6][CH2:7][CH2:8][CH2:9][C:10]#[CH:11].[B-](F)(F)(F)F.CN(C(O[N:27]1[C:32](=[O:33])[CH2:31][CH2:30][C:28]1=[O:29])=[N+](C)C)C. Product: [C:28]1(=[O:29])[N:27]([O:12][C:1](=[O:13])[CH2:2][CH2:3][CH2:4][CH2:5][CH2:6][CH2:7][CH2:8][CH2:9][C:10]#[CH:11])[C:32](=[O:33])[CH2:31][CH2:30]1. The catalyst class is: 23. (3) Reactant: [Cl:1][C:2]1[N:7]=[CH:6][C:5]2[C:8](I)=[N:9][N:10]([CH:11]3[CH2:16][CH2:15][CH2:14][CH2:13][O:12]3)[C:4]=2[CH:3]=1.[CH3:18][N:19]1[CH:23]=[C:22](B2OC(C)(C)C(C)(C)O2)[CH:21]=[N:20]1.C(=O)([O-])[O-].[Cs+].[Cs+]. Product: [Cl:1][C:2]1[N:7]=[CH:6][C:5]2[C:8]([C:22]3[CH:21]=[N:20][N:19]([CH3:18])[CH:23]=3)=[N:9][N:10]([CH:11]3[CH2:16][CH2:15][CH2:14][CH2:13][O:12]3)[C:4]=2[CH:3]=1. The catalyst class is: 70. (4) Reactant: [O:1]1[C:6]2[CH:7]=[CH:8][C:9]([CH2:11][N:12]([CH:20]3[CH2:25][CH2:24][N:23]([CH2:26][CH2:27][N:28]4[C:37]5[C:32](=[CH:33][CH:34]=[C:35]([Br:38])[CH:36]=5)[N:31]=[CH:30][C:29]4=[O:39])[CH2:22][CH2:21]3)C(=O)OC(C)(C)C)=[CH:10][C:5]=2[O:4][CH2:3][CH2:2]1.FC(F)(F)C(O)=O. Product: [O:1]1[C:6]2[CH:7]=[CH:8][C:9]([CH2:11][NH:12][CH:20]3[CH2:21][CH2:22][N:23]([CH2:26][CH2:27][N:28]4[C:37]5[C:32](=[CH:33][CH:34]=[C:35]([Br:38])[CH:36]=5)[N:31]=[CH:30][C:29]4=[O:39])[CH2:24][CH2:25]3)=[CH:10][C:5]=2[O:4][CH2:3][CH2:2]1. The catalyst class is: 22. (5) Reactant: [C:1]([O:5][C:6]([N:8]1[CH2:13][CH2:12][CH2:11][CH:10]([C:14]([OH:16])=[O:15])[CH2:9]1)=[O:7])([CH3:4])([CH3:3])[CH3:2].[CH3:17][Si](C=[N+]=[N-])(C)C. Product: [CH3:17][O:15][C:14]([CH:10]1[CH2:11][CH2:12][CH2:13][N:8]([C:6]([O:5][C:1]([CH3:4])([CH3:2])[CH3:3])=[O:7])[CH2:9]1)=[O:16]. The catalyst class is: 442. (6) Reactant: [CH2:1]([Li])CCC.[CH3:6][Si:7]([CH3:21])([CH3:20])[CH2:8][CH2:9][O:10][C:11]([CH:13]1[CH2:18][CH2:17][CH2:16][C:15](=O)[CH2:14]1)=[O:12]. Product: [C:11]([O-:12])(=[O:10])[CH3:13].[CH3:6][Si:7]([CH3:21])([CH3:20])[CH2:8][CH2:9][O:10][C:11]([CH:13]1[CH2:18][CH2:17][CH2:16][C:15](=[CH2:1])[CH2:14]1)=[O:12]. The catalyst class is: 597.